The task is: Regression. Given two drug SMILES strings and cell line genomic features, predict the synergy score measuring deviation from expected non-interaction effect.. This data is from NCI-60 drug combinations with 297,098 pairs across 59 cell lines. Drug 1: CN(CCCl)CCCl.Cl. Drug 2: COCCOC1=C(C=C2C(=C1)C(=NC=N2)NC3=CC=CC(=C3)C#C)OCCOC.Cl. Cell line: KM12. Synergy scores: CSS=22.0, Synergy_ZIP=-8.98, Synergy_Bliss=0.246, Synergy_Loewe=0.684, Synergy_HSA=0.699.